From a dataset of Reaction yield outcomes from USPTO patents with 853,638 reactions. Predict the reaction yield, written as a fraction of the theoretical maximum amount of product (1.0 means a 100% yield; for example, 0.34 means a 34% yield). (1) The reactants are [CH3:1][O:2][C:3](=[O:15])[C:4]1[C:5](=[C:10](I)[CH:11]=[CH:12][CH:13]=1)[C:6]([O:8][CH3:9])=[O:7].[CH3:16][N:17]([CH3:30])[CH2:18][CH2:19][O:20][C:21]1[CH:26]=[CH:25][C:24]([NH2:27])=[C:23]([O:28][CH3:29])[CH:22]=1.C1C=CC(P(C2C(C3C(P(C4C=CC=CC=4)C4C=CC=CC=4)=CC=C4C=3C=CC=C4)=C3C(C=CC=C3)=CC=2)C2C=CC=CC=2)=CC=1.C(=O)([O-])[O-].[Cs+].[Cs+]. The catalyst is C1(C)C=CC=CC=1.C(Cl)Cl.C1C=CC(/C=C/C(/C=C/C2C=CC=CC=2)=O)=CC=1.C1C=CC(/C=C/C(/C=C/C2C=CC=CC=2)=O)=CC=1.C1C=CC(/C=C/C(/C=C/C2C=CC=CC=2)=O)=CC=1.[Pd].[Pd]. The product is [CH3:1][O:2][C:3](=[O:15])[C:4]1[C:5](=[C:10]([NH:27][C:24]2[CH:25]=[CH:26][C:21]([O:20][CH2:19][CH2:18][N:17]([CH3:16])[CH3:30])=[CH:22][C:23]=2[O:28][CH3:29])[CH:11]=[CH:12][CH:13]=1)[C:6]([O:8][CH3:9])=[O:7]. The yield is 0.600. (2) The reactants are C([O:4][C:5]1[CH:10]=[C:9]([O:11]CC=C)[C:8]([CH2:15][C:16]#[C:17][CH3:18])=[CH:7][C:6]=1[C:19]1[N:20]([C:25]2[CH:30]=[CH:29][C:28]([CH2:31][N:32]3[CH2:37][CH2:36][O:35][CH2:34][CH2:33]3)=[CH:27][CH:26]=2)[C:21](=[O:24])[NH:22][N:23]=1)C=C.C(=O)([O-])[O-].[K+].[K+].O.Cl. The catalyst is CO.[Pd].C1(P(C2C=CC=CC=2)C2C=CC=CC=2)C=CC=CC=1.C1(P(C2C=CC=CC=2)C2C=CC=CC=2)C=CC=CC=1.C1(P(C2C=CC=CC=2)C2C=CC=CC=2)C=CC=CC=1.C1(P(C2C=CC=CC=2)C2C=CC=CC=2)C=CC=CC=1. The product is [CH2:15]([C:8]1[C:9]([OH:11])=[CH:10][C:5]([OH:4])=[C:6]([C:19]2[N:20]([C:25]3[CH:26]=[CH:27][C:28]([CH2:31][N:32]4[CH2:37][CH2:36][O:35][CH2:34][CH2:33]4)=[CH:29][CH:30]=3)[C:21](=[O:24])[NH:22][N:23]=2)[CH:7]=1)[C:16]#[C:17][CH3:18]. The yield is 0.104. (3) The reactants are [Br:1][C:2]1[CH:3]=[C:4]([CH2:14][C@@H:15]([CH2:20][C:21]([O:23][CH3:24])=[O:22])[C:16]([O:18]C)=O)[C:5]([CH2:12]O)=[C:6]2[C:10]=1[NH:9][N:8]=[C:7]2[Cl:11].S(Cl)(Cl)=O.[F:29][C:30]([F:34])([F:33])[CH2:31][NH2:32].C(=O)([O-])[O-].[K+].[K+].C(O)(=O)C. The catalyst is C(#N)C.C(OCC)(=O)C. The product is [Br:1][C:2]1[C:10]2[NH:9][N:8]=[C:7]([Cl:11])[C:6]=2[C:5]2[CH2:12][N:32]([CH2:31][C:30]([F:34])([F:33])[F:29])[C:16](=[O:18])[C@H:15]([CH2:20][C:21]([O:23][CH3:24])=[O:22])[CH2:14][C:4]=2[CH:3]=1. The yield is 0.460. (4) The reactants are O=P(Cl)(Cl)Cl.[CH:6]([C:9]1[N:14]=[C:13]([C:15]([OH:17])=O)[CH:12]=[CH:11][CH:10]=1)([CH3:8])[CH3:7].[C:18]([C:21]1[C:26]([NH2:27])=[C:25]([CH3:28])[C:24]([O:29][CH3:30])=[CH:23][CH:22]=1)(=[O:20])[CH3:19].C(=O)(O)[O-].[Na+]. The catalyst is N1C=CC=CC=1. The product is [C:18]([C:21]1[C:26]([NH:27][C:15]([C:13]2[CH:12]=[CH:11][CH:10]=[C:9]([CH:6]([CH3:7])[CH3:8])[N:14]=2)=[O:17])=[C:25]([CH3:28])[C:24]([O:29][CH3:30])=[CH:23][CH:22]=1)(=[O:20])[CH3:19]. The yield is 0.720. (5) The reactants are Br[C:2]1[CH:3]=[N:4][CH:5]=[C:6]([F:8])[CH:7]=1.[C:9]1([CH2:15][SH:16])[CH:14]=[CH:13][CH:12]=[CH:11][CH:10]=1.C(N(CC)C(C)C)(C)C. The catalyst is C1(C)C=CC=CC=1.O.C1C=CC(/C=C/C(/C=C/C2C=CC=CC=2)=O)=CC=1.C1C=CC(/C=C/C(/C=C/C2C=CC=CC=2)=O)=CC=1.C1C=CC(/C=C/C(/C=C/C2C=CC=CC=2)=O)=CC=1.[Pd].[Pd].C1(P(C2C=CC=CC=2)C2C3OC4C(=CC=CC=4P(C4C=CC=CC=4)C4C=CC=CC=4)C(C)(C)C=3C=CC=2)C=CC=CC=1. The product is [CH2:15]([S:16][C:2]1[CH:3]=[N:4][CH:5]=[C:6]([F:8])[CH:7]=1)[C:9]1[CH:14]=[CH:13][CH:12]=[CH:11][CH:10]=1. The yield is 0.900.